This data is from Full USPTO retrosynthesis dataset with 1.9M reactions from patents (1976-2016). The task is: Predict the reactants needed to synthesize the given product. Given the product [Br:1][C:2]1[CH:3]=[C:4]2[C:9](=[CH:10][CH:11]=1)[CH2:8][N:7]([C:15](=[O:14])[CH2:16][OH:17])[CH2:6][CH2:5]2, predict the reactants needed to synthesize it. The reactants are: [Br:1][C:2]1[CH:3]=[C:4]2[C:9](=[CH:10][CH:11]=1)[CH2:8][NH:7][CH2:6][CH2:5]2.CC1(C)[O:17][C:16](=O)[CH2:15][O:14]1.